From a dataset of Choline transporter screen with 302,306 compounds. Binary Classification. Given a drug SMILES string, predict its activity (active/inactive) in a high-throughput screening assay against a specified biological target. (1) The result is 0 (inactive). The compound is Brc1ccc(S(=O)(=O)NN\C=C2\C=C(OC)C(=O)C=C2)cc1. (2) The molecule is S(CC(=O)N1CCOCC1)CC(=O)/N=c1/sc2c(n1C)cccc2. The result is 0 (inactive). (3) The compound is O=C(N\N=C1\CCCCCCC1)C(=O)NCc1ncccc1. The result is 0 (inactive). (4) The drug is O1N=C(CC1C(=O)Nc1noc(c1)C)c1cc(OC)ccc1. The result is 0 (inactive). (5) The compound is O(CC(=O)NCC(=O)NCc1cccnc1)c1ccccc1. The result is 0 (inactive). (6) The result is 0 (inactive). The molecule is S1(=O)(=O)CC\C(=N/Nc2ccc(F)cc2)c2c1scc2. (7) The compound is Clc1cc2c(oc(=O)c(c2)C(=O)N)cc1. The result is 0 (inactive).